This data is from Catalyst prediction with 721,799 reactions and 888 catalyst types from USPTO. The task is: Predict which catalyst facilitates the given reaction. Reactant: [CH2:1]([O:8][C@@H:9]1[C@@H:47]([O:48][CH2:49][C:50]2[CH:55]=[CH:54][CH:53]=[CH:52][CH:51]=2)[C@@H:46]([O:56][C@@H:57]2[O:124][C@H:123]([CH2:125][O:126]C(=O)C3C=CC=CC=3)[C@@H:78]([O:79][C@@H:80]3[O:112][C@H:111]([CH2:113][O:114]C(=O)C4C=CC=CC=4)[C@@H:101]([O:102]C(=O)C4C=CC=CC=4)[C@H:91]([O:92]C(=O)C4C=CC=CC=4)[C@H:81]3[O:82]C(=O)C3C=CC=CC=3)[C@H:68]([O:69]C(=O)C3C=CC=CC=3)[C@H:58]2[O:59]C(=O)C2C=CC=CC=2)[C@@H:45]([CH2:135][O:136][CH2:137][C:138]2[CH:143]=[CH:142][CH:141]=[CH:140][CH:139]=2)[O:44][C@@H:10]1[O:11][C@H:12]1[C@H:16]([O:17][CH2:18][C:19]2[CH:24]=[CH:23][CH:22]=[CH:21][CH:20]=2)[CH2:15][N:14]([C:25]([O:27][CH2:28][C:29]2[CH:34]=[CH:33][CH:32]=[CH:31][CH:30]=2)=[O:26])[C@@H:13]1[CH2:35][O:36][CH2:37][C:38]1[CH:43]=[CH:42][CH:41]=[CH:40][CH:39]=1)[C:2]1[CH:7]=[CH:6][CH:5]=[CH:4][CH:3]=1.C(=O)([O-])[O-].[K+].[K+]. Product: [CH2:1]([O:8][C@@H:9]1[C@@H:47]([O:48][CH2:49][C:50]2[CH:55]=[CH:54][CH:53]=[CH:52][CH:51]=2)[C@@H:46]([O:56][C@@H:57]2[O:124][C@H:123]([CH2:125][OH:126])[C@@H:78]([O:79][C@@H:80]3[O:112][C@H:111]([CH2:113][OH:114])[C@@H:101]([OH:102])[C@H:91]([OH:92])[C@H:81]3[OH:82])[C@H:68]([OH:69])[C@H:58]2[OH:59])[C@@H:45]([CH2:135][O:136][CH2:137][C:138]2[CH:139]=[CH:140][CH:141]=[CH:142][CH:143]=2)[O:44][C@@H:10]1[O:11][C@H:12]1[C@H:16]([O:17][CH2:18][C:19]2[CH:24]=[CH:23][CH:22]=[CH:21][CH:20]=2)[CH2:15][N:14]([C:25]([O:27][CH2:28][C:29]2[CH:34]=[CH:33][CH:32]=[CH:31][CH:30]=2)=[O:26])[C@@H:13]1[CH2:35][O:36][CH2:37][C:38]1[CH:39]=[CH:40][CH:41]=[CH:42][CH:43]=1)[C:2]1[CH:7]=[CH:6][CH:5]=[CH:4][CH:3]=1. The catalyst class is: 125.